Dataset: Forward reaction prediction with 1.9M reactions from USPTO patents (1976-2016). Task: Predict the product of the given reaction. (1) Given the reactants Br[C:2]1[CH:3]=[C:4]([O:9][CH2:10][C:11]2[C:16]([F:17])=[CH:15][CH:14]=[C:13]([F:18])[C:12]=2[Cl:19])[C:5]([NH2:8])=[N:6][CH:7]=1.[C:20]([C:23]1[S:27][C:26](B(O)O)=[CH:25][CH:24]=1)([OH:22])=[O:21], predict the reaction product. The product is: [NH2:8][C:5]1[N:6]=[CH:7][C:2]([C:26]2[S:27][C:23]([C:20]([OH:22])=[O:21])=[CH:24][CH:25]=2)=[CH:3][C:4]=1[O:9][CH2:10][C:11]1[C:16]([F:17])=[CH:15][CH:14]=[C:13]([F:18])[C:12]=1[Cl:19]. (2) Given the reactants Br[C:2]1[C:7]([CH3:8])=[CH:6][C:5]([O:9][CH2:10][CH2:11][CH2:12][S:13]([CH3:16])(=[O:15])=[O:14])=[CH:4][C:3]=1[CH3:17].[CH:18]([C:20]1[CH:21]=[C:22](B(O)O)[CH:23]=[CH:24][CH:25]=1)=[O:19].P([O-])([O-])([O-])=O.[K+].[K+].[K+].CS(C)=O, predict the reaction product. The product is: [CH3:17][C:3]1[CH:4]=[C:5]([O:9][CH2:10][CH2:11][CH2:12][S:13]([CH3:16])(=[O:15])=[O:14])[CH:6]=[C:7]([CH3:8])[C:2]=1[C:24]1[CH:23]=[CH:22][CH:21]=[C:20]([CH:18]=[O:19])[CH:25]=1. (3) Given the reactants C(OC(=O)NC1(C2C=CC(C3C(=O)C4C(=CC(C5NN=CC=5)=CC=4)OC=3C3C=CC=CC=3)=CC=2)CCC1)(C)(C)C.[C:41]([O:45][C:46](=[O:76])[NH:47][C:48]1([C:52]2[CH:57]=[CH:56][C:55]([C:58]3[C:59](=[O:75])[C:60]4[C:61]([O:67][C:68]=3[C:69]3[CH:74]=[CH:73][CH:72]=[CH:71][CH:70]=3)=[C:62](Cl)[N:63]=[CH:64][CH:65]=4)=[CH:54][CH:53]=2)[CH2:51][CH2:50][CH2:49]1)([CH3:44])([CH3:43])[CH3:42].[CH3:77][N:78]1[CH:82]=[C:81](B2OC(C)(C)C(C)(C)O2)[CH:80]=[N:79]1, predict the reaction product. The product is: [C:41]([O:45][C:46](=[O:76])[NH:47][C:48]1([C:52]2[CH:57]=[CH:56][C:55]([C:58]3[C:59](=[O:75])[C:60]4[C:61]([O:67][C:68]=3[C:69]3[CH:74]=[CH:73][CH:72]=[CH:71][CH:70]=3)=[C:62]([C:81]3[CH:80]=[N:79][N:78]([CH3:77])[CH:82]=3)[N:63]=[CH:64][CH:65]=4)=[CH:54][CH:53]=2)[CH2:51][CH2:50][CH2:49]1)([CH3:44])([CH3:43])[CH3:42]. (4) Given the reactants [O:1]=[C:2]([C:6]1[S:7][CH:8]=[CH:9][CH:10]=1)[C:3](Cl)=[O:4].[CH3:11][N:12]1[CH2:17][CH2:16][CH:15]([CH2:18][OH:19])[CH2:14][CH2:13]1, predict the reaction product. The product is: [CH3:11][N:12]1[CH2:17][CH2:16][CH:15]([CH2:18][O:19][C:3](=[O:4])[C:2](=[O:1])[C:6]2[S:7][CH:8]=[CH:9][CH:10]=2)[CH2:14][CH2:13]1. (5) Given the reactants [H-].[Al+3].[Li+].[H-].[H-].[H-].C[O:8][C:9]([C:11]1([C:14]([N:16]2[CH2:20][CH2:19][CH2:18][CH2:17]2)=O)[CH2:13][CH2:12]1)=O.O.O.O.O.O.O.O.O.O.O.S([O-])([O-])(=O)=O.[Na+].[Na+].C(OCC)C, predict the reaction product. The product is: [N:16]1([CH2:14][C:11]2([CH2:9][OH:8])[CH2:13][CH2:12]2)[CH2:20][CH2:19][CH2:18][CH2:17]1. (6) The product is: [F:1][C:2]1[CH:25]=[CH:24][CH:23]=[C:22]([C:26]([F:28])([F:29])[F:27])[C:3]=1[C:4]([NH:6][C:7]1[S:18][C:10]2[C:11]([CH3:17])([CH3:16])[O:12][C:13]([CH3:14])([CH3:15])[C:9]=2[C:8]=1[C:19]([NH:33][CH:30]([CH3:32])[CH3:31])=[O:21])=[O:5]. Given the reactants [F:1][C:2]1[CH:25]=[CH:24][CH:23]=[C:22]([C:26]([F:29])([F:28])[F:27])[C:3]=1[C:4]([NH:6][C:7]1[S:18][C:10]2[C:11]([CH3:17])([CH3:16])[O:12][C:13]([CH3:15])([CH3:14])[C:9]=2[C:8]=1[C:19]([OH:21])=O)=[O:5].[CH:30]([NH2:33])([CH3:32])[CH3:31], predict the reaction product. (7) Given the reactants Cl[C:2]1[CH:11]=[CH:10][C:5]([C:6]([O:8][CH3:9])=[O:7])=[C:4]([N+:12]([O-:14])=[O:13])[CH:3]=1.[CH3:15][O:16][C:17]1[CH:22]=[CH:21][C:20](B(O)O)=[CH:19][CH:18]=1.C(=O)([O-])[O-].[Na+].[Na+].Cl, predict the reaction product. The product is: [CH3:15][O:16][C:17]1[CH:22]=[CH:21][C:20]([C:2]2[CH:11]=[CH:10][C:5]([C:6]([O:8][CH3:9])=[O:7])=[C:4]([N+:12]([O-:14])=[O:13])[CH:3]=2)=[CH:19][CH:18]=1.